From a dataset of Full USPTO retrosynthesis dataset with 1.9M reactions from patents (1976-2016). Predict the reactants needed to synthesize the given product. (1) Given the product [C:1]([O:5][C:6]([N:8]1[CH2:12][CH2:11][CH:10]([C:13]2[CH:18]=[CH:17][C:16]([S:19][C:32]3[C:33]4[C:38](=[CH:37][CH:36]=[C:35]([F:39])[CH:34]=4)[N:30]([S:27]([C:21]4[CH:26]=[CH:25][CH:24]=[CH:23][CH:22]=4)(=[O:29])=[O:28])[CH:31]=3)=[CH:15][C:14]=2[CH3:20])[CH2:9]1)=[O:7])([CH3:4])([CH3:3])[CH3:2], predict the reactants needed to synthesize it. The reactants are: [C:1]([O:5][C:6]([N:8]1[CH2:12][CH2:11][CH:10]([C:13]2[CH:18]=[CH:17][C:16]([SH:19])=[CH:15][C:14]=2[CH3:20])[CH2:9]1)=[O:7])([CH3:4])([CH3:3])[CH3:2].[C:21]1([S:27]([N:30]2[C:38]3[C:33](=[CH:34][C:35]([F:39])=[CH:36][CH:37]=3)[C:32](Br)=[CH:31]2)(=[O:29])=[O:28])[CH:26]=[CH:25][CH:24]=[CH:23][CH:22]=1. (2) Given the product [OH:17][CH:9]([C:7]1[O:8][C:4]2[C:3]([CH3:24])=[C:2]([CH3:1])[C:19]([OH:20])=[CH:18][C:5]=2[CH:6]=1)[CH2:10][N:11]1[CH2:12][CH2:13][O:14][CH2:15][CH2:16]1, predict the reactants needed to synthesize it. The reactants are: [CH3:1][C:2]1[C:19]([O:20]C(=O)C)=[CH:18][C:5]2[CH:6]=[C:7]([C:9](=[O:17])[CH2:10][N:11]3[CH2:16][CH2:15][O:14][CH2:13][CH2:12]3)[O:8][C:4]=2[C:3]=1[CH3:24].[BH4-].[Na+].O. (3) Given the product [CH2:19]([N:26]1[CH:31]([CH2:32][OH:33])[CH2:30][O:29][C:28]([CH3:42])([CH3:43])[C:27]1=[O:44])[C:20]1[CH:21]=[CH:22][CH:23]=[CH:24][CH:25]=1, predict the reactants needed to synthesize it. The reactants are: [F-].C([N+](CCCC)(CCCC)CCCC)CCC.[CH2:19]([N:26]1[CH:31]([CH2:32][O:33][Si](CC(C)(C)C)(C)C)[CH2:30][O:29][C:28]([CH3:43])([CH3:42])[C:27]1=[O:44])[C:20]1[CH:25]=[CH:24][CH:23]=[CH:22][CH:21]=1. (4) Given the product [CH2:1]([N:8]1[CH2:9][CH2:10][C:11]2([CH2:15][N:14]([CH:18]3[CH2:21][CH2:20][CH2:19]3)[CH2:13][CH2:12]2)[CH2:16][CH2:17]1)[C:2]1[CH:3]=[CH:4][CH:5]=[CH:6][CH:7]=1, predict the reactants needed to synthesize it. The reactants are: [CH2:1]([N:8]1[CH2:17][CH2:16][C:11]2([CH2:15][NH:14][CH2:13][CH2:12]2)[CH2:10][CH2:9]1)[C:2]1[CH:7]=[CH:6][CH:5]=[CH:4][CH:3]=1.[C:18]1(=O)[CH2:21][CH2:20][CH2:19]1.C(O[BH-](OC(=O)C)OC(=O)C)(=O)C.[Na+].[OH-].[Na+]. (5) Given the product [NH2:32][C:24]([CH2:23][CH2:22][C:19]1[CH:18]=[CH:17][C:16]([C:13]2[CH:14]=[CH:15][C:10]([S:9][C:3]3[CH:4]=[CH:5][C:6]([CH3:8])=[CH:7][C:2]=3[CH3:1])=[CH:11][C:12]=2[F:36])=[CH:21][CH:20]=1)([CH2:29][OH:28])[CH2:25][OH:26], predict the reactants needed to synthesize it. The reactants are: [CH3:1][C:2]1[CH:7]=[C:6]([CH3:8])[CH:5]=[CH:4][C:3]=1[S:9][C:10]1[CH:15]=[CH:14][C:13]([C:16]2[CH:21]=[CH:20][C:19]([CH2:22][CH2:23][C:24]3([NH:32]C(=O)C)[CH2:29][O:28]C(C)(C)[O:26][CH2:25]3)=[CH:18][CH:17]=2)=[C:12]([F:36])[CH:11]=1.Cl. (6) Given the product [C:1]([C:3]1[CH:4]([C:5]2[O:13][C:12]3[CH:11]=[CH:10][N:9]=[C:8]([NH:14][C:15](=[O:22])[C:16]4[CH:17]=[CH:18][CH:19]=[CH:20][CH:21]=4)[C:7]=3[CH:6]=2)[C:28]([C:29]#[N:30])=[C:27]([C:31]([F:34])([F:33])[F:32])[NH:26][C:23]=1[CH3:24])#[N:2], predict the reactants needed to synthesize it. The reactants are: [C:1]([C:3]([C:23](=O)[CH3:24])=[CH:4][C:5]1[O:13][C:12]2[CH:11]=[CH:10][N:9]=[C:8]([NH:14][C:15](=[O:22])[C:16]3[CH:21]=[CH:20][CH:19]=[CH:18][CH:17]=3)[C:7]=2[CH:6]=1)#[N:2].[NH2:26]/[C:27](/[C:31]([F:34])([F:33])[F:32])=[CH:28]/[C:29]#[N:30].